This data is from Reaction yield outcomes from USPTO patents with 853,638 reactions. The task is: Predict the reaction yield, written as a fraction of the theoretical maximum amount of product (1.0 means a 100% yield; for example, 0.34 means a 34% yield). (1) The reactants are [C:1]([O:5][C:6]([N:8]1[CH2:13][C:12]([CH3:15])([CH3:14])[CH2:11][CH2:10][CH:9]1[CH2:16][NH:17]C(=O)C(F)(F)F)=[O:7])([CH3:4])([CH3:3])[CH3:2].C(=O)([O-])[O-].[Na+].[Na+].C(=O)([O-])[O-].[K+].[K+]. The catalyst is CO.O. The product is [C:1]([O:5][C:6]([N:8]1[CH2:13][C:12]([CH3:15])([CH3:14])[CH2:11][CH2:10][CH:9]1[CH2:16][NH2:17])=[O:7])([CH3:4])([CH3:3])[CH3:2]. The yield is 0.980. (2) The reactants are [OH:1][C:2]1[CH:16]=[CH:15][C:5]([C:6]([C:8]2[CH:13]=[CH:12][C:11]([OH:14])=[CH:10][CH:9]=2)=O)=[CH:4][CH:3]=1.Cl.[N+:18]([C:21]1[CH:22]=[C:23]([NH:27][NH2:28])[CH:24]=[CH:25][CH:26]=1)([O-:20])=[O:19].S(=O)(=O)(O)O. The catalyst is CO. The product is [OH:1][C:2]1[CH:16]=[CH:15][C:5]([C:6](=[N:28][NH:27][C:23]2[CH:24]=[CH:25][CH:26]=[C:21]([N+:18]([O-:20])=[O:19])[CH:22]=2)[C:8]2[CH:13]=[CH:12][C:11]([OH:14])=[CH:10][CH:9]=2)=[CH:4][CH:3]=1. The yield is 0.770. (3) The reactants are [NH2:1][C:2]1[N:10]=[C:9]2[C:5]([N:6]=[C:7]([SH:11])[NH:8]2)=[C:4]([NH2:12])[N:3]=1.CC1C=CC2C=CC3C=CC(C)=NC=3C=2N=1.O.O(C(C)(C)C)[Na].[Cl:36][C:37]1[CH:42]=[C:41](I)[CH:40]=[C:39]([Cl:44])[CH:38]=1. The catalyst is [Cu]I.CN(C=O)C. The product is [Cl:36][C:37]1[CH:42]=[C:41]([S:11][C:7]2[NH:8][C:9]3[C:5]([N:6]=2)=[C:4]([NH2:12])[N:3]=[C:2]([NH2:1])[N:10]=3)[CH:40]=[C:39]([Cl:44])[CH:38]=1. The yield is 0.650. (4) The reactants are Cl.[CH3:2][O:3][C:4]1[CH:9]=[CH:8][C:7]([NH:10][NH2:11])=[CH:6][CH:5]=1.C(N(CC)CC)C.[Cl:19][C:20]1[CH:25]=[CH:24][C:23]([C:26](=O)[C:27]#[C:28][C:29]2([OH:39])[CH2:38][CH2:37][C:32]3([O:36][CH2:35][CH2:34][O:33]3)[CH2:31][CH2:30]2)=[CH:22][CH:21]=1. The catalyst is C(O)C. The product is [Cl:19][C:20]1[CH:25]=[CH:24][C:23]([C:26]2[N:10]([C:7]3[CH:8]=[CH:9][C:4]([O:3][CH3:2])=[CH:5][CH:6]=3)[N:11]=[C:28]([C:29]3([OH:39])[CH2:30][CH2:31][C:32]4([O:33][CH2:34][CH2:35][O:36]4)[CH2:37][CH2:38]3)[CH:27]=2)=[CH:22][CH:21]=1. The yield is 0.790. (5) The reactants are ClCCl.[CH2:4]([O:11][CH2:12][CH:13]([OH:23])[CH2:14][O:15][CH2:16][C:17]1[CH:22]=[CH:21][CH:20]=[CH:19][CH:18]=1)[C:5]1[CH:10]=[CH:9][CH:8]=[CH:7][CH:6]=1.C(N(CC)CC)C.CS(C)=O. The catalyst is C(OCC)(=O)C.O. The product is [CH2:4]([O:11][CH2:12][C:13]([CH2:14][O:15][CH2:16][C:17]1[CH:18]=[CH:19][CH:20]=[CH:21][CH:22]=1)=[O:23])[C:5]1[CH:6]=[CH:7][CH:8]=[CH:9][CH:10]=1. The yield is 1.00. (6) The reactants are Cl[C:2]1[CH:16]=[CH:15][C:5]2[C:6](=[O:14])[NH:7][C:8]3[C:13]([C:4]=2[CH:3]=1)=[CH:12][CH:11]=[CH:10][N:9]=3.[NH2:17][C:18]1[CH:23]=[CH:22][CH:21]=[CH:20][CH:19]=1.C1(P(C2CCCCC2)C2C=CC=CC=2C2C(C(C)C)=CC(C(C)C)=CC=2C(C)C)CCCCC1.C[C:59](C)([O-:61])C.[Na+]. The catalyst is O1CCOCC1.C([O-])(=O)C.[Pd+2].C([O-])(=O)C. The product is [C:18]1([NH:17][C:59]([C:11]2[CH:12]=[C:13]3[C:8](=[N:9][CH:10]=2)[NH:7][C:6](=[O:14])[C:5]2[CH:15]=[CH:16][CH:2]=[CH:3][C:4]3=2)=[O:61])[CH:23]=[CH:22][CH:21]=[CH:20][CH:19]=1. The yield is 0.320. (7) The reactants are C1(C)C=CC=CC=1.N1CCCCC1.[C:14]12([C:24]3[CH:25]=[C:26]([C:33]4[CH:40]=[CH:39][C:36]([CH:37]=O)=[CH:35][CH:34]=4)[CH:27]=[C:28]4[O:32][CH2:31][O:30][C:29]=34)[CH2:23][CH:18]3[CH2:19][CH:20]([CH2:22][CH:16]([CH2:17]3)[CH2:15]1)[CH2:21]2.S=[C:42]1[NH:46][C:45](=[O:47])[CH2:44][S:43]1.C(O)(=[O:50])C. No catalyst specified. The product is [C:14]12([C:24]3[CH:25]=[C:26]([C:33]4[CH:34]=[CH:35][C:36]([CH:37]=[C:44]5[S:43][C:42](=[O:50])[NH:46][C:45]5=[O:47])=[CH:39][CH:40]=4)[CH:27]=[C:28]4[O:32][CH2:31][O:30][C:29]=34)[CH2:23][CH:18]3[CH2:17][CH:16]([CH2:22][CH:20]([CH2:19]3)[CH2:21]1)[CH2:15]2. The yield is 0.760. (8) The reactants are Br[C:2]1[C:11]2[CH2:10][O:9][C:8]([NH:12][C@H:13]3[C:21]4[C:16](=[CH:17][CH:18]=[CH:19][CH:20]=4)[CH2:15][CH2:14]3)=[N:7][C:6]=2[CH:5]=[CH:4][CH:3]=1.[F:22][C:23]1[CH:28]=[CH:27][C:26](B(O)O)=[CH:25][CH:24]=1.C(=O)([O-])[O-].[Na+].[Na+].O. The catalyst is COCCOC. The product is [F:22][C:23]1[CH:28]=[CH:27][C:26]([C:2]2[C:11]3[CH2:10][O:9][C:8]([NH:12][C@H:13]4[C:21]5[C:16](=[CH:17][CH:18]=[CH:19][CH:20]=5)[CH2:15][CH2:14]4)=[N:7][C:6]=3[CH:5]=[CH:4][CH:3]=2)=[CH:25][CH:24]=1. The yield is 0.920. (9) The reactants are C(O[BH-](OC(=O)C)OC(=O)C)(=O)C.[Na+].[CH:15](=O)[CH2:16][CH2:17][CH2:18][CH3:19].[NH2:21][C:22]1[CH:27]=[CH:26][C:25]([C:28]2[CH:33]=[CH:32][C:31]([NH:34][C:35]([C:37]3[CH:42]=[C:41]([N+:43]([O-:45])=[O:44])[CH:40]=[CH:39][C:38]=3[Cl:46])=[O:36])=[CH:30][CH:29]=2)=[CH:24][CH:23]=1.C(=O)(O)[O-].[Na+]. The catalyst is CO.C(O)C. The product is [CH2:15]([NH:21][C:22]1[CH:23]=[CH:24][C:25]([C:28]2[CH:29]=[CH:30][C:31]([NH:34][C:35]([C:37]3[CH:42]=[C:41]([N+:43]([O-:45])=[O:44])[CH:40]=[CH:39][C:38]=3[Cl:46])=[O:36])=[CH:32][CH:33]=2)=[CH:26][CH:27]=1)[CH2:16][CH2:17][CH2:18][CH3:19]. The yield is 0.0800. (10) The reactants are C([Si](C)(C)[O:6][CH2:7][CH2:8][N:9]([CH3:36])[C:10]1[N:17]=[C:16]([O:18][C:19]2[CH:24]=[CH:23][C:22]([B:25]3[O:29][C:28](C)(C)C(C)(C)[O:26]3)=[C:21](C=O)[CH:20]=2)[CH:15]=[CH:14][C:11]=1[C:12]#[N:13])(C)(C)C.[BH4-].[Na+].Cl. The catalyst is CO. The product is [OH:26][B:25]1[C:22]2[CH:23]=[CH:24][C:19]([O:18][C:16]3[CH:15]=[CH:14][C:11]([C:12]#[N:13])=[C:10]([N:9]([CH2:8][CH2:7][OH:6])[CH3:36])[N:17]=3)=[CH:20][C:21]=2[CH2:28][O:29]1. The yield is 0.250.